From a dataset of Reaction yield outcomes from USPTO patents with 853,638 reactions. Predict the reaction yield, written as a fraction of the theoretical maximum amount of product (1.0 means a 100% yield; for example, 0.34 means a 34% yield). (1) The catalyst is C(O)(=O)C. The product is [CH2:13]([O:15][C:16]1[CH:17]=[C:18]([CH:24]([N:30]2[C:41](=[O:40])[C:36]3[C:37](=[CH:43][CH:44]=[CH:45][C:35]=3[NH2:34])[C:38]2=[O:39])[CH2:25][S:26]([CH3:29])(=[O:28])=[O:27])[CH:19]=[CH:20][C:21]=1[O:22][CH3:23])[CH3:14]. The reactants are C(N[C@H](C(O)=O)CC(C)C)(=O)C.[CH2:13]([O:15][C:16]1[CH:17]=[C:18]([C@H:24]([NH2:30])[CH2:25][S:26]([CH3:29])(=[O:28])=[O:27])[CH:19]=[CH:20][C:21]=1[O:22][CH3:23])[CH3:14].C([NH:34][C:35]1[CH:45]=[CH:44][CH:43]=[C:37]2[C:38]([O:40][C:41](=O)[C:36]=12)=[O:39])(=O)C. The yield is 0.750. (2) The reactants are [CH3:1][C:2]1([CH3:16])[C:6]([CH3:8])([CH3:7])[O:5][B:4]([C:9]2[CH:10]=[C:11]([CH:13]=[CH:14][CH:15]=2)[NH2:12])[O:3]1.Br[CH2:18][CH2:19][OH:20].C(N(CC)C(C)C)(C)C. The catalyst is C1(C)C=CC=CC=1. The product is [CH3:8][C:6]1([CH3:7])[C:2]([CH3:16])([CH3:1])[O:3][B:4]([C:9]2[CH:10]=[C:11]([NH:12][CH2:18][CH2:19][OH:20])[CH:13]=[CH:14][CH:15]=2)[O:5]1. The yield is 0.290. (3) The reactants are [C:1]12([CH2:12][C:11](=[O:13])[O:10][C:8](=[O:9])[CH2:7]1)[CH2:6][CH2:5][CH2:4][CH2:3][CH2:2]2.[CH:14]1([NH2:20])[CH2:19][CH2:18][CH2:17][CH2:16][CH2:15]1.Cl. The catalyst is ClCCl.O. The product is [CH:14]1([NH:20][C:11]([CH2:12][C:1]2([CH2:7][C:8]([OH:10])=[O:9])[CH2:2][CH2:3][CH2:4][CH2:5][CH2:6]2)=[O:13])[CH2:19][CH2:18][CH2:17][CH2:16][CH2:15]1. The yield is 0.950. (4) The reactants are Br[CH2:2][C:3]([O:5][CH2:6][CH3:7])=[O:4].[CH3:8][O:9][C:10]([C:12]1[S:16][C:15]2[CH:17]=[C:18]([Br:21])[CH:19]=[CH:20][C:14]=2[C:13]=1[OH:22])=[O:11].CC([O-])(C)C.[Na+].O. The catalyst is CN(C=O)C. The product is [CH3:8][O:9][C:10]([C:12]1[S:16][C:15]2[CH:17]=[C:18]([Br:21])[CH:19]=[CH:20][C:14]=2[C:13]=1[O:22][CH2:2][C:3]([O:5][CH2:6][CH3:7])=[O:4])=[O:11]. The yield is 0.670. (5) The reactants are [N:1]1[CH:6]=[CH:5][C:4](/[CH:7]=[N:8]/[C:9]2[CH:17]=[CH:16][CH:15]=[C:14]3[C:10]=2[CH2:11][O:12][C:13]3=[O:18])=[CH:3][CH:2]=1.[CH:19](=O)[C:20]1[CH:25]=[CH:24][CH:23]=[CH:22][CH:21]=1.[O-:27][CH2:28]C.[Na+].[CH2:31](O)C. The catalyst is C(OCC)(=O)CC. The product is [O:27]=[C:28]1[C:10]2[C:14]([C:13]([O:12][CH2:11][CH3:31])=[O:18])=[CH:15][CH:16]=[CH:17][C:9]=2[NH:8][CH:7]([C:4]2[CH:3]=[CH:2][N:1]=[CH:6][CH:5]=2)[CH:19]1[C:20]1[CH:25]=[CH:24][CH:23]=[CH:22][CH:21]=1. The yield is 0.130. (6) The reactants are C([O:6][C:7]([C:11]1[C:12]([C:24]2[CH:29]=[CH:28][C:27]([F:30])=[CH:26][CH:25]=2)=[N:13][N:14]2[CH:19]=[C:18]([C:20]([F:23])([F:22])[F:21])[CH:17]=[CH:16][C:15]=12)=[C:8]([CH3:10])[CH3:9])(=O)C(C)C.FC1C=CC(C2C=C3C=CC(C(F)(F)F)=CN3N=2)=CC=1.O.[OH-].[Na+]. The catalyst is C(OC(=O)C(C)C)(=O)C(C)C.OS(O)(=O)=O. The product is [F:30][C:27]1[CH:26]=[CH:25][C:24]([C:12]2[C:11]([C:7](=[O:6])[CH:8]([CH3:9])[CH3:10])=[C:15]3[CH:16]=[CH:17][C:18]([C:20]([F:23])([F:22])[F:21])=[CH:19][N:14]3[N:13]=2)=[CH:29][CH:28]=1. The yield is 0.680. (7) The reactants are [Cl:1][C:2]1[CH:3]=[C:4]([C:8](=O)[C:9](=[N:13]O)[C:10](=O)[CH3:11])[CH:5]=[CH:6][CH:7]=1.[NH2:16][NH2:17]. The catalyst is C(O)C. The product is [Cl:1][C:2]1[CH:3]=[C:4]([C:8]2[NH:17][N:16]=[C:10]([CH3:11])[C:9]=2[NH2:13])[CH:5]=[CH:6][CH:7]=1. The yield is 0.550.